This data is from Peptide-MHC class II binding affinity with 134,281 pairs from IEDB. The task is: Regression. Given a peptide amino acid sequence and an MHC pseudo amino acid sequence, predict their binding affinity value. This is MHC class II binding data. (1) The peptide sequence is FPEQPQQPYPQQPQQ. The MHC is HLA-DQA10103-DQB10302 with pseudo-sequence CNFHQGGGARVAHIMYFGLTYYAVRTETVHLETT. The binding affinity (normalized) is 0. (2) The peptide sequence is IEFRFYKEITNVFRG. The MHC is HLA-DPA10201-DPB10501 with pseudo-sequence HLA-DPA10201-DPB10501. The binding affinity (normalized) is 0.648. (3) The peptide sequence is KVRSHAAIGAYLEEQ. The MHC is DRB3_0101 with pseudo-sequence DRB3_0101. The binding affinity (normalized) is 0. (4) The binding affinity (normalized) is 0.180. The peptide sequence is MGDDGVLACAIATHA. The MHC is HLA-DPA10301-DPB10402 with pseudo-sequence HLA-DPA10301-DPB10402. (5) The peptide sequence is TFKNAHAKKPEVVVL. The MHC is DRB5_0101 with pseudo-sequence DRB5_0101. The binding affinity (normalized) is 0.629.